This data is from Plasma protein binding rate (PPBR) regression data from AstraZeneca. The task is: Regression/Classification. Given a drug SMILES string, predict its absorption, distribution, metabolism, or excretion properties. Task type varies by dataset: regression for continuous measurements (e.g., permeability, clearance, half-life) or binary classification for categorical outcomes (e.g., BBB penetration, CYP inhibition). For this dataset (ppbr_az), we predict Y. (1) The compound is COC(=O)CCn1cc(-c2cc(NC3CC3)n3ncc(C#N)c3n2)c2cc(NC(C)=O)ccc21. The Y is 98.4 %. (2) The drug is CC(C)(C)NCC(O)c1ccc(O)c(CO)c1. The Y is 22.8 %. (3) The drug is O=C(NCC12CC3CC(CC(C3)C1)C2)c1cc(CN2CC3CNCC(C2)O3)ccc1Cl. The Y is 95.3 %. (4) The drug is C=CC1(C)CC(=O)C2(O)C(C)(O1)C(OC(C)=O)C(O)C1C(C)(C)CCC(O)C12C. The Y is 84.0 %.